From a dataset of Reaction yield outcomes from USPTO patents with 853,638 reactions. Predict the reaction yield, written as a fraction of the theoretical maximum amount of product (1.0 means a 100% yield; for example, 0.34 means a 34% yield). (1) The reactants are [N+:1]([C:4]1[CH:10]=[CH:9][C:7]([NH2:8])=[CH:6][CH:5]=1)([O-:3])=[O:2].[NH2:11][C:12]1[N:17]=[C:16](Cl)[CH:15]=[C:14]([CH3:19])[N:13]=1.Cl. The catalyst is C(OCCO)C. The product is [CH3:19][C:14]1[N:13]=[C:12]([NH2:11])[N:17]=[C:16]([NH:8][C:7]2[CH:9]=[CH:10][C:4]([N+:1]([O-:3])=[O:2])=[CH:5][CH:6]=2)[CH:15]=1. The yield is 0.510. (2) The reactants are C([NH:7][C:8]1[N:9]=[C:10]([O:25][CH:26]([CH3:28])[CH3:27])[C:11]2[CH:17]=[C:16]([C:18]3[CH:23]=[CH:22][C:21]([F:24])=[CH:20][CH:19]=3)[CH:15]=[N:14][C:12]=2[N:13]=1)(=O)C(C)(C)C.C([O-])([O-])=O.[K+].[K+]. The catalyst is C(O)(C)C.O. The product is [NH2:7][C:8]1[N:9]=[C:10]([O:25][CH:26]([CH3:28])[CH3:27])[C:11]2[CH:17]=[C:16]([C:18]3[CH:19]=[CH:20][C:21]([F:24])=[CH:22][CH:23]=3)[CH:15]=[N:14][C:12]=2[N:13]=1. The yield is 0.300. (3) The reactants are [Cl:1][C:2]1[CH:3]=[CH:4][C:5]([C:24](OC)=[O:25])=[C:6]2[C:10]=1[N:9]=[C:8]1[N:11]([C:15]3[CH:20]=[CH:19][C:18]([O:21][CH3:22])=[CH:17][C:16]=3[Cl:23])[CH2:12][CH2:13][CH2:14][N:7]21.[BH4-].[Li+]. The catalyst is O1CCCC1. The product is [Cl:1][C:2]1[C:10]2[N:9]=[C:8]3[N:11]([C:15]4[CH:20]=[CH:19][C:18]([O:21][CH3:22])=[CH:17][C:16]=4[Cl:23])[CH2:12][CH2:13][CH2:14][N:7]3[C:6]=2[C:5]([CH2:24][OH:25])=[CH:4][CH:3]=1. The yield is 0.930. (4) The reactants are [N+:1]([C:4]1[CH:17]=[CH:16][CH:15]=[CH:14][C:5]=1[CH2:6][N:7]1[CH2:12][CH2:11][CH2:10][O:9][C:8]1=[O:13])([O-])=O.[Cl-].[NH4+].O. The catalyst is C(O)C.[Fe]. The product is [NH2:1][C:4]1[CH:17]=[CH:16][CH:15]=[CH:14][C:5]=1[CH2:6][N:7]1[CH2:12][CH2:11][CH2:10][O:9][C:8]1=[O:13]. The yield is 0.950. (5) The reactants are [CH2:1]([O:8][C:9]1[C:10](=[O:16])[CH:11]=[C:12]([CH3:15])O[CH:14]=1)[C:2]1[CH:7]=[CH:6][CH:5]=[CH:4][CH:3]=1.[F:17][C:18]([F:22])([F:21])[CH2:19][NH2:20]. The catalyst is Cl.C(O)C. The product is [CH2:1]([O:8][C:9]1[C:10](=[O:16])[CH:11]=[C:12]([CH3:15])[N:20]([CH2:19][C:18]([F:22])([F:21])[F:17])[CH:14]=1)[C:2]1[CH:3]=[CH:4][CH:5]=[CH:6][CH:7]=1. The yield is 0.840. (6) The reactants are [C:1]([C:3]1[C:4]([C:16]2[CH:21]=[CH:20][CH:19]=[CH:18][C:17]=2[CH3:22])=[CH:5][C:6]([N:9]2[CH2:14][CH2:13][N:12]([CH3:15])[CH2:11][CH2:10]2)=[N:7][CH:8]=1)#[N:2].C1(C)C=CC=CC=1.S(=O)(=O)(O)[OH:31].[OH-].[Na+]. The catalyst is O. The product is [CH3:22][C:17]1[CH:18]=[CH:19][CH:20]=[CH:21][C:16]=1[C:4]1[CH:5]=[C:6]([N:9]2[CH2:10][CH2:11][N:12]([CH3:15])[CH2:13][CH2:14]2)[N:7]=[CH:8][C:3]=1[C:1]([NH2:2])=[O:31]. The yield is 0.981. (7) The reactants are [F:1][C:2]1[CH:3]=[C:4]([S:29][CH2:30][CH2:31][C:32](OC)=O)[CH:5]=[CH:6][C:7]=1[O:8][CH:9]1[CH2:13][CH2:12][N:11]([CH:14]2[CH2:19][CH2:18][N:17]([C:20]3[S:24][N:23]=[C:22]([CH:25]([CH3:27])[CH3:26])[N:21]=3)[CH2:16][CH2:15]2)[C:10]1=[O:28].[CH3:36]C([O-])(C)C.[K+].BrCC1CC1.O. The catalyst is C1COCC1. The product is [CH:31]1([CH2:30][S:29][C:4]2[CH:5]=[CH:6][C:7]([O:8][CH:9]3[CH2:13][CH2:12][N:11]([CH:14]4[CH2:19][CH2:18][N:17]([C:20]5[S:24][N:23]=[C:22]([CH:25]([CH3:27])[CH3:26])[N:21]=5)[CH2:16][CH2:15]4)[C:10]3=[O:28])=[C:2]([F:1])[CH:3]=2)[CH2:32][CH2:36]1. The yield is 0.340. (8) The reactants are FC(F)(F)S(O[C:7]1[CH:12]=[CH:11][C:10]([N:13]2[CH:18]=[C:17]([O:19][CH3:20])[C:16](=[O:21])[C:15]([C:22]3[N:26]([C:27]4[CH:32]=[CH:31][CH:30]=[CH:29][CH:28]=4)[N:25]=[CH:24][CH:23]=3)=[N:14]2)=[C:9]([F:33])[CH:8]=1)(=O)=O.Cl.[F:37][C:38]1([F:43])[CH2:42][CH2:41][NH:40][CH2:39]1.CC1(C)C2C(=C(P(C3C=CC=CC=3)C3C=CC=CC=3)C=CC=2)OC2C(P(C3C=CC=CC=3)C3C=CC=CC=3)=CC=CC1=2.O(C(C)(C)C)[Na]. The catalyst is O1CCOCC1.C1C=CC(/C=C/C(/C=C/C2C=CC=CC=2)=O)=CC=1.C1C=CC(/C=C/C(/C=C/C2C=CC=CC=2)=O)=CC=1.C1C=CC(/C=C/C(/C=C/C2C=CC=CC=2)=O)=CC=1.[Pd].[Pd].O. The product is [F:37][C:38]1([F:43])[CH2:42][CH2:41][N:40]([C:7]2[CH:12]=[CH:11][C:10]([N:13]3[CH:18]=[C:17]([O:19][CH3:20])[C:16](=[O:21])[C:15]([C:22]4[N:26]([C:27]5[CH:32]=[CH:31][CH:30]=[CH:29][CH:28]=5)[N:25]=[CH:24][CH:23]=4)=[N:14]3)=[C:9]([F:33])[CH:8]=2)[CH2:39]1. The yield is 0.110. (9) The reactants are [CH3:1][O:2][C:3]1[CH:4]=[C:5]2[C:10](=[CH:11][C:12]=1[O:13][CH3:14])[N:9]=[CH:8][CH:7]=[C:6]2[O:15][C:16]1[CH:22]=[CH:21][C:19]([NH2:20])=[CH:18][CH:17]=1.C(O)C.[C:26]1([C:32]([N:34]=[C:35]=[S:36])=[O:33])[CH:31]=[CH:30][CH:29]=[CH:28][CH:27]=1. The catalyst is C1(C)C=CC=CC=1. The product is [C:32]([NH:34][C:35]([NH:20][C:19]1[CH:21]=[CH:22][C:16]([O:15][C:6]2[C:5]3[C:10](=[CH:11][C:12]([O:13][CH3:14])=[C:3]([O:2][CH3:1])[CH:4]=3)[N:9]=[CH:8][CH:7]=2)=[CH:17][CH:18]=1)=[S:36])(=[O:33])[C:26]1[CH:31]=[CH:30][CH:29]=[CH:28][CH:27]=1. The yield is 0.940.